This data is from Full USPTO retrosynthesis dataset with 1.9M reactions from patents (1976-2016). The task is: Predict the reactants needed to synthesize the given product. (1) Given the product [F:8][C:4]1[CH:5]=[CH:6][CH:7]=[C:2]([F:1])[C:3]=1[CH:9]1[O:13][N:12]=[C:11]([C:14]2[N:15]=[C:16]([CH:19]3[CH2:24][CH2:23][N:22]([C:32](=[O:33])[CH2:31][N:30]4[C:26]([CH3:25])=[CH:27][C:28]([C:35]([F:38])([F:37])[F:36])=[N:29]4)[NH:21][CH2:20]3)[S:17][CH:18]=2)[CH2:10]1, predict the reactants needed to synthesize it. The reactants are: [F:1][C:2]1[CH:7]=[CH:6][CH:5]=[C:4]([F:8])[C:3]=1[CH:9]1[O:13][N:12]=[C:11]([C:14]2[N:15]=[C:16]([CH:19]3[CH2:24][CH2:23][NH:22][NH:21][CH2:20]3)[S:17][CH:18]=2)[CH2:10]1.[CH3:25][C:26]1[N:30]([CH2:31][C:32](O)=[O:33])[N:29]=[C:28]([C:35]([F:38])([F:37])[F:36])[CH:27]=1. (2) Given the product [N:1]1([C:10]2[N:18]=[CH:17][N:16]=[C:15]3[C:11]=2[N:12]=[CH:13][N:14]3[C@@H:23]2[O:45][C@H:44]([CH2:46][OH:47])[C@@H:34]([OH:35])[C@H:24]2[OH:25])[C:9]2[C:4](=[CH:5][CH:6]=[CH:7][CH:8]=2)[CH:3]=[CH:2]1, predict the reactants needed to synthesize it. The reactants are: [N:1]1([C:10]2[N:18]=[CH:17][N:16]=[C:15]3[C:11]=2[NH:12][CH:13]=[N:14]3)[C:9]2[C:4](=[CH:5][CH:6]=[CH:7][CH:8]=2)[CH:3]=[CH:2]1.C(O[C@@H:23]1[O:45][C@H:44]([CH2:46][O:47]C(=O)C2C=CC=CC=2)[C@@H:34]([O:35]C(=O)C2C=CC=CC=2)[C@H:24]1[O:25]C(=O)C1C=CC=CC=1)(=O)C.